This data is from Retrosynthesis with 50K atom-mapped reactions and 10 reaction types from USPTO. The task is: Predict the reactants needed to synthesize the given product. (1) Given the product CS(=O)(=O)c1ccc(C(CC2CCCC2)C(=O)Nc2ccccn2)cc1F, predict the reactants needed to synthesize it. The reactants are: CS(=O)(=O)c1ccc(C(CC2CCCC2)C(=O)O)cc1F.Nc1ccccn1. (2) Given the product Cc1nnc(-c2ccc3occ(-c4ccc(C(=O)N5CCOCC5)c(F)c4)c3c2)o1, predict the reactants needed to synthesize it. The reactants are: C1COCCN1.Cc1nnc(-c2ccc3occ(-c4ccc(C(=O)O)c(F)c4)c3c2)o1. (3) Given the product O=C(O)C(F)(F)F, predict the reactants needed to synthesize it. The reactants are: C=C[C@@H]1CCC[C@@H]2SCC[C@H](NC(=O)OC(C)(C)C)C(=O)N12. (4) Given the product CC(C)(C#N)c1ccc(Cc2c([N+](=O)[O-])cnc3ccc(N4CCOCC4)cc23)cc1, predict the reactants needed to synthesize it. The reactants are: C1COCCN1.CC(C)(C#N)c1ccc(Cc2c([N+](=O)[O-])cnc3ccc(Br)cc23)cc1. (5) Given the product CCSc1ccccc1-c1nc2cc(C(F)(F)F)cc(Br)c2n1C, predict the reactants needed to synthesize it. The reactants are: CCSc1ccccc1C(=O)O.CNc1c(N)cc(C(F)(F)F)cc1Br. (6) Given the product COC(=O)c1ccc(C#Cc2cc(Cl)c(Oc3ncccc3C(=O)N3CCN(C4CC4)c4ccccc43)cc2Cl)cc1Cl, predict the reactants needed to synthesize it. The reactants are: C#Cc1ccc(C(=O)OC)c(Cl)c1.O=C(c1cccnc1Oc1cc(Cl)c(Br)cc1Cl)N1CCN(C2CC2)c2ccccc21.